From a dataset of Reaction yield outcomes from USPTO patents with 853,638 reactions. Predict the reaction yield, written as a fraction of the theoretical maximum amount of product (1.0 means a 100% yield; for example, 0.34 means a 34% yield). (1) The reactants are Cl[C:2]([O:4][CH2:5][CH3:6])=[O:3].[CH:7]12[CH2:16][CH:11]3[CH2:12][CH:13]([CH2:15][CH:9]([CH2:10]3)[CH:8]1[C:17]1[CH:22]=[C:21]([CH3:23])[CH:20]=[CH:19][C:18]=1[OH:24])[CH2:14]2.CCN(CC)CC. The product is [C:2](=[O:3])([O:4][CH2:5][CH3:6])[O:24][C:18]1[CH:19]=[CH:20][C:21]([CH3:23])=[CH:22][C:17]=1[CH:8]1[CH:9]2[CH2:10][CH:11]3[CH2:12][CH:13]([CH2:14][CH:7]1[CH2:16]3)[CH2:15]2. The catalyst is CN(C1C=CN=CC=1)C.ClCCl. The yield is 0.940. (2) The reactants are [Br:1][C:2]1[CH:7]=[CH:6][C:5]([C:8]2[C:12]3[CH2:13][N:14]([C:17](=[O:19])[CH3:18])[CH2:15][CH2:16][C:11]=3[N:10]([CH2:20][C@H:21]3[CH2:23][O:22]3)[N:9]=2)=[CH:4][CH:3]=1.[CH3:24][C:25]1[CH:30]=[CH:29][C:28]([Cl:31])=[CH:27][C:26]=1[N:32]1[CH2:37][CH2:36][NH:35][CH2:34][CH2:33]1. The catalyst is CCO.C(Cl)Cl. The product is [Br:1][C:2]1[CH:3]=[CH:4][C:5]([C:8]2[C:12]3[CH2:13][N:14]([C:17](=[O:19])[CH3:18])[CH2:15][CH2:16][C:11]=3[N:10]([CH2:20][C@H:21]([OH:22])[CH2:23][N:35]3[CH2:34][CH2:33][N:32]([C:26]4[CH:27]=[C:28]([Cl:31])[CH:29]=[CH:30][C:25]=4[CH3:24])[CH2:37][CH2:36]3)[N:9]=2)=[CH:6][CH:7]=1. The yield is 0.610. (3) The reactants are Br[C:2]1[CH:3]=[C:4]2[C:13](=[C:14]3[C:19]=1[CH:18]=[CH:17][CH:16]=[CH:15]3)[C:12]1[CH:20]=[CH:21][CH:22]=[CH:23][C:11]=1C1[C:5]2=[CH:6][CH:7]=[CH:8]C=1.C([Li])C[CH2:26][CH3:27].[B:29](OC(C)C)([O:34]C(C)C)[O:30]C(C)C.Cl. The catalyst is C(OCC)C.CCCCCC. The product is [CH:21]1[C:20]2[C:2]3[C:3]([C:4]4[C:13]([C:12]=2[CH:11]=[CH:23][CH:22]=1)=[CH:8][CH:7]=[CH:6][CH:5]=4)=[CH:27][C:26]([B:29]([OH:34])[OH:30])=[C:14]1[C:19]=3[CH:18]=[CH:17][CH:16]=[CH:15]1. The yield is 0.600. (4) The reactants are [NH2:1][C:2]1[CH:3]=[C:4]([CH:16]=[CH:17][CH:18]=1)[O:5][C:6]1[CH:11]=[CH:10][N:9]=[C:8]2[NH:12][C:13](=[O:15])[NH:14][C:7]=12.[F:19][C:20]([F:32])([F:31])[C:21]1[CH:22]=[C:23]([CH:27]=[C:28]([Cl:30])[CH:29]=1)[C:24](Cl)=[O:25]. No catalyst specified. The product is [O:15]=[C:13]1[NH:12][C:8]2=[N:9][CH:10]=[CH:11][C:6]([O:5][C:4]3[CH:3]=[C:2]([NH:1][C:24](=[O:25])[C:23]4[CH:27]=[C:28]([Cl:30])[CH:29]=[C:21]([C:20]([F:32])([F:19])[F:31])[CH:22]=4)[CH:18]=[CH:17][CH:16]=3)=[C:7]2[NH:14]1. The yield is 0.298.